This data is from Full USPTO retrosynthesis dataset with 1.9M reactions from patents (1976-2016). The task is: Predict the reactants needed to synthesize the given product. (1) Given the product [Cl:1][C:2]1[CH:7]=[CH:6][CH:5]=[C:4]([Cl:8])[C:3]=1[N:9]1[C:18]2[C:13](=[C:14]([Br:21])[CH:15]=[C:16]([O:19][CH3:20])[CH:17]=2)[CH2:12][NH:11][C:10]1=[O:31], predict the reactants needed to synthesize it. The reactants are: [Cl:1][C:2]1[CH:7]=[CH:6][CH:5]=[C:4]([Cl:8])[C:3]=1[N:9]1[C:18]2[C:13](=[C:14]([Br:21])[CH:15]=[C:16]([O:19][CH3:20])[CH:17]=2)[CH2:12][N:11](CC2C=CC(OC)=CC=2)[C:10]1=[O:31].C1(OC)C=CC=CC=1. (2) Given the product [NH2:2][C:1]([C:3]1[C:8]2[S:9](=[O:28])(=[O:27])[CH2:10][C:11]3[C:15]([C:16]([OH:18])=[O:17])=[N:14][N:13]([C:21]4[CH:26]=[CH:25][CH:24]=[CH:23][CH:22]=4)[C:12]=3[C:7]=2[CH:6]=[CH:5][CH:4]=1)=[O:29], predict the reactants needed to synthesize it. The reactants are: [C:1]([C:3]1[C:8]2[S:9](=[O:28])(=[O:27])[CH2:10][C:11]3[C:15]([C:16]([O:18]CC)=[O:17])=[N:14][N:13]([C:21]4[CH:26]=[CH:25][CH:24]=[CH:23][CH:22]=4)[C:12]=3[C:7]=2[CH:6]=[CH:5][CH:4]=1)#[N:2].[OH-:29].[Na+].OO. (3) Given the product [F:1][C:2]1[CH:3]=[C:4]([N:16]2[C:24]3[C:19](=[C:20]([OH:27])[CH:21]=[C:22]([C:25]#[N:26])[CH:23]=3)[CH:18]=[CH:17]2)[CH:5]=[CH:6][C:7]=1[OH:8], predict the reactants needed to synthesize it. The reactants are: [F:1][C:2]1[CH:3]=[C:4]([N:16]2[C:24]3[C:19](=[C:20]([OH:27])[CH:21]=[C:22]([C:25]#[N:26])[CH:23]=3)[CH:18]=[CH:17]2)[CH:5]=[CH:6][C:7]=1[O:8]CC1C=CC=CC=1. (4) Given the product [Br:11][C:12]1[CH:13]=[CH:14][C:15]([C:18]2[NH:19][C:20]3[CH2:26][CH2:25][CH2:24][CH2:23][C:21]=3[N:22]=2)=[CH:16][CH:17]=1, predict the reactants needed to synthesize it. The reactants are: C(Cl)(=O)C(Cl)=O.CS(C)=O.[Br:11][C:12]1[CH:17]=[CH:16][C:15]([C:18]2[NH:22][CH:21]3[CH2:23][CH2:24][CH2:25][CH2:26][CH:20]3[N:19]=2)=[CH:14][CH:13]=1.C(N(CC)CC)C. (5) Given the product [Br:18][C:7]1[C:6]([CH3:9])=[CH:5][C:4]([OH:10])=[C:3]([O:2][CH3:1])[CH:8]=1, predict the reactants needed to synthesize it. The reactants are: [CH3:1][O:2][C:3]1[CH:8]=[CH:7][C:6]([CH3:9])=[CH:5][C:4]=1[OH:10].C1C(=O)N([Br:18])C(=O)C1.